Dataset: Catalyst prediction with 721,799 reactions and 888 catalyst types from USPTO. Task: Predict which catalyst facilitates the given reaction. (1) Reactant: [CH2:1]([N:8]([C:48]([O:50][CH2:51][C:52]1[CH:57]=[CH:56][CH:55]=[CH:54][CH:53]=1)=[O:49])[CH2:9][CH2:10][N:11]1[C:16]2[CH:17]=[C:18]([C:25]([N:27]([CH:41]([CH3:43])[CH3:42])[C@@H:28]3[CH2:33][CH2:32][CH2:31][N:30]([C:34]([O:36][C:37]([CH3:40])([CH3:39])[CH3:38])=[O:35])[CH2:29]3)=[O:26])[C:19]([C:21]([F:24])([F:23])[F:22])=[CH:20][C:15]=2[O:14][C:13]([CH2:45][OH:46])([CH3:44])[C:12]1=[O:47])[C:2]1[CH:7]=[CH:6][CH:5]=[CH:4][CH:3]=1.C(N(CC)CC)C.[CH3:65][S:66](Cl)(=[O:68])=[O:67].O. Product: [CH2:1]([N:8]([C:48]([O:50][CH2:51][C:52]1[CH:53]=[CH:54][CH:55]=[CH:56][CH:57]=1)=[O:49])[CH2:9][CH2:10][N:11]1[C:16]2[CH:17]=[C:18]([C:25]([N:27]([CH:41]([CH3:42])[CH3:43])[C@@H:28]3[CH2:33][CH2:32][CH2:31][N:30]([C:34]([O:36][C:37]([CH3:40])([CH3:38])[CH3:39])=[O:35])[CH2:29]3)=[O:26])[C:19]([C:21]([F:24])([F:23])[F:22])=[CH:20][C:15]=2[O:14][C:13]([CH3:44])([CH2:45][O:46][S:66]([CH3:65])(=[O:68])=[O:67])[C:12]1=[O:47])[C:2]1[CH:7]=[CH:6][CH:5]=[CH:4][CH:3]=1. The catalyst class is: 7. (2) Reactant: [Br-].[Br:2][C:3]1[CH:4]=[CH:5][C:6]([C:9](=[O:37])[CH2:10][N:11]2[C:15]([CH3:16])=[CH:14][N+:13](C(C3C=CC=CC=3)(C3C=CC=CC=3)C3C=CC=CC=3)=[C:12]2[CH3:36])=[N:7][CH:8]=1.FC(F)(F)C(O)=O. Product: [Br:2][C:3]1[CH:4]=[CH:5][C:6]([C:9](=[O:37])[CH2:10][N:11]2[C:15]([CH3:16])=[CH:14][N:13]=[C:12]2[CH3:36])=[N:7][CH:8]=1. The catalyst class is: 4. (3) Reactant: Br[C:2]1[C:3](=[O:19])[N:4]([C:8]2[C:13]([CH3:14])=[CH:12][C:11]([N+:15]([O-:17])=[O:16])=[CH:10][C:9]=2[CH3:18])[CH:5]=[CH:6][CH:7]=1.C(C([Sn])=C(CCCC)CCCC)CCC.[CH3:35][C:36]1[CH:41]=[C:40]([N+:42]([O-:44])=[O:43])[CH:39]=[C:38]([CH3:45])[C:37]=1[N:46]1[CH:51]=[CH:50][CH:49]=[C:48]([CH:52]=[CH2:53])[C:47]1=[O:54]. Product: [CH3:35][C:36]1[CH:41]=[C:40]([N+:42]([O-:44])=[O:43])[CH:39]=[C:38]([CH3:45])[C:37]=1[N:46]1[CH:51]=[CH:50][CH:49]=[C:48]([CH:52]=[CH2:53])[C:47]1=[O:54].[CH3:18][C:9]1[CH:10]=[C:11]([N+:15]([O-:17])=[O:16])[CH:12]=[C:13]([CH3:14])[C:8]=1[N:4]1[CH:5]=[CH:6][CH:7]=[C:2]([CH2:48][CH2:47][OH:54])[C:3]1=[O:19]. The catalyst class is: 73. (4) Reactant: Cl[C:2]1[N:7]=[C:6]([C:8]2[CH:13]=[CH:12][C:11]([F:14])=[C:10]([Cl:15])[CH:9]=2)[C:5]([CH:16]2[CH2:18][CH2:17]2)=[CH:4][N:3]=1.[CH3:19][N:20]1[CH2:25][CH2:24][N:23]([CH2:26][C:27]2[CH:33]=[CH:32][C:30]([NH2:31])=[CH:29][CH:28]=2)[CH2:22][CH2:21]1. Product: [Cl:15][C:10]1[CH:9]=[C:8]([C:6]2[C:5]([CH:16]3[CH2:18][CH2:17]3)=[CH:4][N:3]=[C:2]([NH:31][C:30]3[CH:29]=[CH:28][C:27]([CH2:26][N:23]4[CH2:22][CH2:21][N:20]([CH3:19])[CH2:25][CH2:24]4)=[CH:33][CH:32]=3)[N:7]=2)[CH:13]=[CH:12][C:11]=1[F:14]. The catalyst class is: 61. (5) Reactant: C([C:4]1[CH:9]=[CH:8][C:7]([S:10]([N:13]([C:26]2[N:27]=[CH:28][C:29]3[C:34]([C:35]=2[CH3:36])=[CH:33][CH:32]=[CH:31][CH:30]=3)[CH2:14][C:15]2[CH:20]=[CH:19][C:18]([O:21][C:22]([F:25])([F:24])[F:23])=[CH:17][CH:16]=2)(=[O:12])=[O:11])=[CH:6][CH:5]=1)(=O)C.C[Mg]Br.Cl. Product: [OH:21][C:18]([C:8]1[CH:9]=[CH:4][CH:5]=[CH:6][C:7]=1[S:10]([N:13]([C:26]1[N:27]=[CH:28][C:29]2[C:34]([C:35]=1[CH3:36])=[CH:33][CH:32]=[CH:31][CH:30]=2)[CH2:14][C:15]1[CH:20]=[CH:19][C:18]([O:21][C:22]([F:23])([F:25])[F:24])=[CH:17][CH:16]=1)(=[O:12])=[O:11])([CH3:19])[CH3:17]. The catalyst class is: 27.